This data is from Forward reaction prediction with 1.9M reactions from USPTO patents (1976-2016). The task is: Predict the product of the given reaction. (1) Given the reactants [F:1][C:2]1[CH:7]=[CH:6][C:5]([C:8]([C:10]2[N:19]=[C:18]([NH:20][C:21]3[CH:25]=[C:24]([O:26][CH3:27])[NH:23][N:22]=3)[C:17]3[C:12](=[CH:13][CH:14]=[CH:15][CH:16]=3)[N:11]=2)=[O:9])=[CH:4][CH:3]=1.N1C=CC(NC2C3C(=CC=CC=3)N=C(C(C3C=CC(F)=CC=3)=O)N=2)=N1, predict the reaction product. The product is: [F:1][C:2]1[CH:7]=[CH:6][C:5]([CH:8]([C:10]2[N:19]=[C:18]([NH:20][C:21]3[CH:25]=[C:24]([O:26][CH3:27])[NH:23][N:22]=3)[C:17]3[C:12](=[CH:13][CH:14]=[CH:15][CH:16]=3)[N:11]=2)[OH:9])=[CH:4][CH:3]=1. (2) The product is: [NH2:1][C:2]1[C:7]([F:8])=[C:6]([C:20]2[CH:21]=[CH:22][C:17]([Cl:16])=[C:18]([CH:33]([F:35])[CH3:34])[C:19]=2[F:32])[N:5]=[C:4]([C:10]([O:12][CH3:13])=[O:11])[C:3]=1[O:14][CH3:15]. Given the reactants [NH2:1][C:2]1[C:7]([F:8])=[C:6](Cl)[N:5]=[C:4]([C:10]([O:12][CH3:13])=[O:11])[C:3]=1[O:14][CH3:15].[Cl:16][C:17]1[CH:22]=[CH:21][C:20](B2OC(C)(C)C(C)(C)O2)=[C:19]([F:32])[C:18]=1[CH:33]([F:35])[CH3:34].[F-].[K+].CC#N, predict the reaction product. (3) Given the reactants [F:1][C:2]1[CH:7]=[CH:6][C:5](I)=[CH:4][N:3]=1.[CH:9]1(B(O)O)[CH2:11][CH2:10]1.P([O-])([O-])([O-])=O.[K+].[K+].[K+], predict the reaction product. The product is: [CH:9]1([C:5]2[CH:6]=[CH:7][C:2]([F:1])=[N:3][CH:4]=2)[CH2:11][CH2:10]1. (4) The product is: [Cl:21][C:22]1[CH:27]=[CH:26][C:25]([CH2:28][C:29]([NH:1][N:2]2[N:11]=[C:10]([CH2:12][C:13]3[CH:14]=[N:15][C:16]([Cl:19])=[CH:17][CH:18]=3)[C:9]3[C:4](=[CH:5][CH:6]=[CH:7][CH:8]=3)[C:3]2=[O:20])=[O:30])=[CH:24][CH:23]=1. Given the reactants [NH2:1][N:2]1[N:11]=[C:10]([CH2:12][C:13]2[CH:14]=[N:15][C:16]([Cl:19])=[CH:17][CH:18]=2)[C:9]2[C:4](=[CH:5][CH:6]=[CH:7][CH:8]=2)[C:3]1=[O:20].[Cl:21][C:22]1[CH:27]=[CH:26][C:25]([CH2:28][C:29](O)=[O:30])=[CH:24][CH:23]=1, predict the reaction product. (5) The product is: [N+:1]([C:4]1[CH:5]=[C:6]2[N:12]([S:28]([C:24]3[CH:25]=[CH:26][CH:27]=[C:22]([C:21]([F:20])([F:32])[F:33])[CH:23]=3)(=[O:30])=[O:29])[N:11]=[CH:10][C:7]2=[N:8][CH:9]=1)([O-:3])=[O:2]. Given the reactants [N+:1]([C:4]1[CH:5]=[C:6]2[NH:12][N:11]=[CH:10][C:7]2=[N:8][CH:9]=1)([O-:3])=[O:2].C(N(CC)CC)C.[F:20][C:21]([F:33])([F:32])[C:22]1[CH:23]=[C:24]([S:28](Cl)(=[O:30])=[O:29])[CH:25]=[CH:26][CH:27]=1, predict the reaction product.